The task is: Regression. Given a peptide amino acid sequence and an MHC pseudo amino acid sequence, predict their binding affinity value. This is MHC class I binding data.. This data is from Peptide-MHC class I binding affinity with 185,985 pairs from IEDB/IMGT. The peptide sequence is STFATVLEY. The MHC is HLA-A30:01 with pseudo-sequence HLA-A30:01. The binding affinity (normalized) is 0.595.